This data is from Peptide-MHC class I binding affinity with 185,985 pairs from IEDB/IMGT. The task is: Regression. Given a peptide amino acid sequence and an MHC pseudo amino acid sequence, predict their binding affinity value. This is MHC class I binding data. (1) The binding affinity (normalized) is 0.520. The peptide sequence is KFQKDPPFQW. The MHC is Mamu-B52 with pseudo-sequence Mamu-B52. (2) The peptide sequence is WLWVSSSDM. The MHC is HLA-A30:01 with pseudo-sequence HLA-A30:01. The binding affinity (normalized) is 0.0847. (3) The peptide sequence is CSEVPQSGY. The MHC is HLA-A31:01 with pseudo-sequence HLA-A31:01. The binding affinity (normalized) is 0.0847. (4) The peptide sequence is HVIYFTAFT. The MHC is HLA-B18:01 with pseudo-sequence HLA-B18:01. The binding affinity (normalized) is 0.0847. (5) The peptide sequence is HMYISKKAK. The MHC is HLA-A02:06 with pseudo-sequence HLA-A02:06. The binding affinity (normalized) is 0. (6) The peptide sequence is ERWFVRNPF. The MHC is HLA-B46:01 with pseudo-sequence HLA-B46:01. The binding affinity (normalized) is 0.0847. (7) The peptide sequence is VSTLLTWHM. The MHC is H-2-Db with pseudo-sequence H-2-Db. The binding affinity (normalized) is 0.330. (8) The peptide sequence is KYLPLDKGIK. The MHC is Patr-A0401 with pseudo-sequence Patr-A0401. The binding affinity (normalized) is 0.759.